Predict the reactants needed to synthesize the given product. From a dataset of Full USPTO retrosynthesis dataset with 1.9M reactions from patents (1976-2016). (1) Given the product [SH:2][C:5]1[CH:6]=[C:7]([CH:11]=[CH:12][CH:13]=1)[C:8]([OH:10])=[O:9], predict the reactants needed to synthesize it. The reactants are: Cl[S:2]([C:5]1[CH:6]=[C:7]([CH:11]=[CH:12][CH:13]=1)[C:8]([OH:10])=[O:9])(=O)=O.II.O.[Cl-].[Na+]. (2) Given the product [Br:28][C:29]1[CH:34]=[CH:33][C:32]([C:15]2[C:9]3[C:10](=[CH:11][N:12]=[C:7]([C:3]4[CH:2]=[N:1][CH:6]=[CH:5][CH:4]=4)[CH:8]=3)[N:13]([CH2:20][O:21][CH2:22][CH2:23][Si:24]([CH3:27])([CH3:26])[CH3:25])[N:14]=2)=[N:31][C:30]=1[F:36], predict the reactants needed to synthesize it. The reactants are: [N:1]1[CH:6]=[CH:5][CH:4]=[C:3]([C:7]2[CH:8]=[C:9]3[C:15]([Sn](C)(C)C)=[N:14][N:13]([CH2:20][O:21][CH2:22][CH2:23][Si:24]([CH3:27])([CH3:26])[CH3:25])[C:10]3=[CH:11][N:12]=2)[CH:2]=1.[Br:28][C:29]1[C:30]([F:36])=[N:31][C:32](I)=[CH:33][CH:34]=1.CN(C)C=O.[F-].[Cs+]. (3) Given the product [Cl:23][C:1]1[C:6]2[CH2:7][O:8][CH2:9][C:5]=2[CH:4]=[N:3][N:2]=1, predict the reactants needed to synthesize it. The reactants are: [C:1]1(=O)[C:6]2[CH2:7][O:8][CH2:9][C:5]=2[CH:4]=[N:3][NH:2]1.C1C2C=C(N)N=CC=2CO1.S(Cl)([Cl:23])=O. (4) Given the product [CH3:7][O:8][C:9]1[CH:16]=[C:15]([O:17][CH3:18])[CH:14]=[CH:13][C:10]=1[CH2:11][NH:1][C:2]1[S:6][N:5]=[CH:4][N:3]=1, predict the reactants needed to synthesize it. The reactants are: [NH2:1][C:2]1[S:6][N:5]=[CH:4][N:3]=1.[CH3:7][O:8][C:9]1[CH:16]=[C:15]([O:17][CH3:18])[CH:14]=[CH:13][C:10]=1[CH:11]=O.[BH4-].[Na+].Cl.[OH-].[Na+]. (5) Given the product [O:30]=[S:2]1(=[O:1])[C:8]2[CH:9]=[CH:10][CH:11]=[CH:12][C:7]=2[CH2:6][N:5]([C:13]2[CH:22]=[C:21]([NH:23][CH:24]3[CH2:28][CH2:27][N:26]([CH:33]4[CH2:34][O:31][CH2:32]4)[CH2:25]3)[C:20]3[C:15](=[CH:16][CH:17]=[C:18]([CH3:29])[CH:19]=3)[N:14]=2)[CH2:4][CH2:3]1, predict the reactants needed to synthesize it. The reactants are: [O:1]=[S:2]1(=[O:30])[C:8]2[CH:9]=[CH:10][CH:11]=[CH:12][C:7]=2[CH2:6][N:5]([C:13]2[CH:22]=[C:21]([NH:23][CH:24]3[CH2:28][CH2:27][NH:26][CH2:25]3)[C:20]3[C:15](=[CH:16][CH:17]=[C:18]([CH3:29])[CH:19]=3)[N:14]=2)[CH2:4][CH2:3]1.[O:31]1[CH2:34][C:33](=O)[CH2:32]1.C(O)(=O)C.C(O[BH-](OC(=O)C)OC(=O)C)(=O)C.[Na+].